This data is from Forward reaction prediction with 1.9M reactions from USPTO patents (1976-2016). The task is: Predict the product of the given reaction. (1) The product is: [CH2:1]([O:3][C:4]([N:6]1[CH2:11][CH2:10][N:9]([C:12](=[O:42])[C@@H:13]([NH:23][C:24]([C:26]2[CH:30]=[C:29]([O:31][CH2:32][C:33]([N:74]3[CH2:75][CH2:76][CH:72]([C:70]([O:69][CH2:62][C:63]4[CH:64]=[CH:65][CH:66]=[CH:67][CH:68]=4)=[O:71])[CH2:73]3)=[O:34])[N:28]([C:36]3[CH:37]=[CH:38][CH:39]=[CH:40][CH:41]=3)[N:27]=2)=[O:25])[CH2:14][CH2:15][C:16]([O:18][C:19]([CH3:22])([CH3:21])[CH3:20])=[O:17])[CH2:8][CH2:7]1)=[O:5])[CH3:2]. Given the reactants [CH2:1]([O:3][C:4]([N:6]1[CH2:11][CH2:10][N:9]([C:12](=[O:42])[C@@H:13]([NH:23][C:24]([C:26]2[CH:30]=[C:29]([O:31][CH2:32][C:33](O)=[O:34])[N:28]([C:36]3[CH:41]=[CH:40][CH:39]=[CH:38][CH:37]=3)[N:27]=2)=[O:25])[CH2:14][CH2:15][C:16]([O:18][C:19]([CH3:22])([CH3:21])[CH3:20])=[O:17])[CH2:8][CH2:7]1)=[O:5])[CH3:2].C1C=CC2N(O)N=NC=2C=1.CCN(C(C)C)C(C)C.[CH2:62]([O:69][C:70]([CH:72]1[CH2:76][CH2:75][NH:74][CH2:73]1)=[O:71])[C:63]1[CH:68]=[CH:67][CH:66]=[CH:65][CH:64]=1, predict the reaction product. (2) Given the reactants [I:1][C:2]1[C:10]2[C:5](=[N:6][CH:7]=[N:8][C:9]=2[NH2:11])[N:4]([C:12]2[CH:17]=[CH:16][C:15]([N+:18]([O-:20])=[O:19])=[CH:14][CH:13]=2)[N:3]=1.[Li+].C[Si]([N-][Si](C)(C)C)(C)C.[CH3:31][C:32]([O:35][C:36](O[C:36]([O:35][C:32]([CH3:34])([CH3:33])[CH3:31])=[O:37])=[O:37])([CH3:34])[CH3:33].O, predict the reaction product. The product is: [I:1][C:2]1[C:10]2[C:5](=[N:6][CH:7]=[N:8][C:9]=2[NH:11][C:36](=[O:37])[O:35][C:32]([CH3:34])([CH3:33])[CH3:31])[N:4]([C:12]2[CH:13]=[CH:14][C:15]([N+:18]([O-:20])=[O:19])=[CH:16][CH:17]=2)[N:3]=1. (3) Given the reactants ClC1C=CC(S[CH:9]([C:15]2[CH:20]=[C:19]([F:21])[CH:18]=[CH:17][C:16]=2[F:22])[C:10]([CH3:14])([CH3:13])[CH2:11][OH:12])=CC=1.[Cl:23][C:24]1[CH:29]=[CH:28][CH:27]=[C:26](C(OO)=O)[CH:25]=1.[S:34]([O-:38])([O-])(=[O:36])=S.[Na+].[Na+], predict the reaction product. The product is: [Cl:23][C:24]1[CH:29]=[CH:28][C:27]([S:34]([CH:9]([C:15]2[CH:20]=[C:19]([F:21])[CH:18]=[CH:17][C:16]=2[F:22])[C:10]([CH3:14])([CH3:13])[CH2:11][OH:12])(=[O:38])=[O:36])=[CH:26][CH:25]=1. (4) Given the reactants [C:1]([C:3]1[CH:4]=[C:5]2[C:9](=[CH:10][CH:11]=1)[N:8]([C:12]([O:14][C:15]([CH3:18])([CH3:17])[CH3:16])=[O:13])[C:7]([C:19]1[CH:24]=[CH:23][CH:22]=[CH:21][CH:20]=1)=[CH:6]2)#[N:2].[Br:25]N1C(=O)CCC1=O, predict the reaction product. The product is: [Br:25][C:6]1[C:5]2[C:9](=[CH:10][CH:11]=[C:3]([C:1]#[N:2])[CH:4]=2)[N:8]([C:12]([O:14][C:15]([CH3:18])([CH3:17])[CH3:16])=[O:13])[C:7]=1[C:19]1[CH:20]=[CH:21][CH:22]=[CH:23][CH:24]=1. (5) The product is: [CH3:20][O:21][CH2:22][CH2:23][O:24][CH2:25][CH2:1][O:2][CH2:3][CH2:4][O:5][CH2:6][CH2:7][NH:8][C@H:9]([C:11]([NH:13][NH:14][C@@H:15]([C:17]([O-:19])=[O:18])[CH3:16])=[O:12])[CH3:10].[CH3:71][O:73][CH2:74][CH2:1][O:2][CH2:3][CH2:4][O:5][CH2:6][CH2:7][NH:8][C@H:9]([C:11]([NH:13][NH:14][C@@H:15]([C:17]([O-:19])=[O:18])[CH3:16])=[O:12])[CH3:10]. Given the reactants [CH3:1][O:2][CH2:3][CH2:4][O:5][CH2:6][CH2:7][NH:8][C@H:9]([C:11]([NH:13][NH:14][C@@H:15]([C:17]([O-:19])=[O:18])[CH3:16])=[O:12])[CH3:10].[CH3:20][O:21][CH2:22][CH2:23][O:24][CH2:25][CH2:20][O:21][CH2:22][CH2:23][O:24][CH2:25]COC(=O)[C@H](C)NC(OC(C)(C)C)=O.C1C=CC2N(O)N=NC=2C=1.C1CCC(N=C=NC2CCCCC2)CC1.[C:71](N[C@@H](C(O)=O)C)([O:73][C:74](C)(C)C)=O.CCN(C(C)C)C(C)C, predict the reaction product. (6) Given the reactants [F:1][C:2]([F:25])([F:24])[C:3]1[CH:8]=[CH:7][C:6]([C:9]2[N:13]=[C:12]([C:14]3[CH:23]=[CH:22][C:17]([C:18]([O:20]C)=[O:19])=[CH:16][CH:15]=3)[O:11][N:10]=2)=[CH:5][CH:4]=1.[OH-].[Na+].O1CCCC1.Cl, predict the reaction product. The product is: [F:25][C:2]([F:1])([F:24])[C:3]1[CH:8]=[CH:7][C:6]([C:9]2[N:13]=[C:12]([C:14]3[CH:23]=[CH:22][C:17]([C:18]([OH:20])=[O:19])=[CH:16][CH:15]=3)[O:11][N:10]=2)=[CH:5][CH:4]=1. (7) Given the reactants [CH3:1][C:2]1[CH:8]=[CH:7][CH:6]=[C:5]([CH3:9])[C:3]=1[NH2:4].O.[F:11][C:12]([F:20])([F:19])[C:13]([C:15]([F:18])([F:17])[F:16])=[O:14], predict the reaction product. The product is: [CH3:1][C:2]1[CH:8]=[C:7]([C:13]([OH:14])([C:15]([F:18])([F:17])[F:16])[C:12]([F:20])([F:19])[F:11])[CH:6]=[C:5]([CH3:9])[C:3]=1[NH2:4]. (8) Given the reactants C[O:2][C:3]([C@@H:5]1[CH2:10][S:9][CH2:8][CH2:7][N:6]1[S:11]([C:14]1[CH:19]=[CH:18][C:17]([CH3:20])=[CH:16][CH:15]=1)(=[O:13])=[O:12])=[O:4].[Li+].[OH-].C(OCC)(=O)C, predict the reaction product. The product is: [C:17]1([CH3:20])[CH:16]=[CH:15][C:14]([S:11]([N:6]2[CH2:7][CH2:8][S:9][CH2:10][C@H:5]2[C:3]([OH:4])=[O:2])(=[O:13])=[O:12])=[CH:19][CH:18]=1. (9) Given the reactants [CH2:1]([O:4][C:5]1([CH3:34])[CH2:10][CH2:9][N:8]([C:11]2[N:16]3[CH:17]=[C:18]([C:20]4[CH:25]=[CH:24][CH:23]=[C:22]([Br:26])[CH:21]=4)[N:19]=[C:15]3[CH:14]=[C:13]([CH3:27])[C:12]=2[C@H:28]([OH:33])[C:29]([O:31][CH3:32])=[O:30])[CH2:7][CH2:6]1)[CH:2]=[CH2:3].[CH2:35]([C:39]1(C)[CH2:44]CN(C2N3C=C(C(OCC)=O)N=C3C=C(C)C=2[C@H](O[C:39]([CH3:44])([CH3:40])[CH3:35])C(OC)=O)C[CH2:40]1)CC=C, predict the reaction product. The product is: [CH2:1]([O:4][C:5]1([CH3:34])[CH2:10][CH2:9][N:8]([C:11]2[N:16]3[CH:17]=[C:18]([C:20]4[CH:25]=[CH:24][CH:23]=[C:22]([Br:26])[CH:21]=4)[N:19]=[C:15]3[CH:14]=[C:13]([CH3:27])[C:12]=2[C@H:28]([O:33][C:39]([CH3:44])([CH3:40])[CH3:35])[C:29]([O:31][CH3:32])=[O:30])[CH2:7][CH2:6]1)[CH:2]=[CH2:3]. (10) Given the reactants [N-:1]([S:9]([C:12]([F:15])([F:14])[F:13])(=[O:11])=[O:10])[S:2]([C:5]([F:8])([F:7])[F:6])(=[O:4])=[O:3].[Li+].[Br-].[CH2:18]([N+:22]1[CH:26]=[CH:25][N:24]([CH2:27][CH2:28][CH2:29][CH2:30][CH2:31][CH2:32][CH2:33][CH2:34][CH2:35][CH3:36])[CH:23]=1)[CH2:19][CH2:20][CH3:21].ClCCl, predict the reaction product. The product is: [N-:1]([S:2]([C:5]([F:8])([F:6])[F:7])(=[O:4])=[O:3])[S:9]([C:12]([F:15])([F:14])[F:13])(=[O:11])=[O:10].[CH2:18]([N+:22]1[CH:26]=[CH:25][N:24]([CH2:27][CH2:28][CH2:29][CH2:30][CH2:31][CH2:32][CH2:33][CH2:34][CH2:35][CH3:36])[CH:23]=1)[CH2:19][CH2:20][CH3:21].